The task is: Predict which catalyst facilitates the given reaction.. This data is from Catalyst prediction with 721,799 reactions and 888 catalyst types from USPTO. Reactant: [O:1]=[C:2]1[NH:11][C:10](=[O:12])[C:9]2[C:4](=[CH:5][C:6]([C:13]([OH:15])=O)=[CH:7][CH:8]=2)[NH:3]1.C(N(CC)CC)C.F[P-](F)(F)(F)(F)F.FC(N(C)C)=[N+](C)C.[O:38]1[CH2:43][CH2:42][CH2:41][CH2:40][CH:39]1[O:44][NH2:45]. Product: [O:1]=[C:2]1[NH:11][C:10](=[O:12])[C:9]2[C:4](=[CH:5][C:6]([C:13]([NH:45][O:44][CH:39]3[CH2:40][CH2:41][CH2:42][CH2:43][O:38]3)=[O:15])=[CH:7][CH:8]=2)[NH:3]1. The catalyst class is: 136.